Dataset: Reaction yield outcomes from USPTO patents with 853,638 reactions. Task: Predict the reaction yield, written as a fraction of the theoretical maximum amount of product (1.0 means a 100% yield; for example, 0.34 means a 34% yield). (1) The yield is 0.770. The product is [O:23]([CH2:22][C@@H:18]1[CH2:19][CH2:20][CH2:21][N:17]1[S:14]([C:10]1[CH:11]=[CH:12][C:13]2[N:5]3[CH2:4][CH2:3][CH2:2][N:1]=[C:6]3[C:7]3([O:34][CH2:33][CH2:32][CH2:31][O:30]3)[C:8]=2[CH:9]=1)(=[O:16])=[O:15])[C:24]1[CH:29]=[CH:28][CH:27]=[CH:26][CH:25]=1. The reactants are [NH2:1][CH2:2][CH2:3][CH2:4][N:5]1[C:13]2[C:8](=[CH:9][C:10]([S:14]([N:17]3[CH2:21][CH2:20][CH2:19][C@H:18]3[CH2:22][O:23][C:24]3[CH:29]=[CH:28][CH:27]=[CH:26][CH:25]=3)(=[O:16])=[O:15])=[CH:11][CH:12]=2)[C:7]2([O:34][CH2:33][CH2:32][CH2:31][O:30]2)[C:6]1=O.N. The catalyst is CCO. (2) The reactants are [CH:1]1([Mg]Cl)[CH2:6][CH2:5][CH2:4][CH2:3][CH2:2]1.[C:9]([C:17]([O:19]CC)=[O:18])(=[O:16])[C:10]1[CH:15]=[CH:14][CH:13]=[CH:12][CH:11]=1. The catalyst is C1COCC1. The product is [CH:1]1([C:9]([OH:16])([C:10]2[CH:11]=[CH:12][CH:13]=[CH:14][CH:15]=2)[C:17]([OH:19])=[O:18])[CH2:6][CH2:5][CH2:4][CH2:3][CH2:2]1. The yield is 0.720. (3) The reactants are [I:1][C:2]1[CH:3]=[C:4]2[C:8](=[CH:9][CH:10]=1)[NH:7][C:6](=[O:11])[C:5]2=O.[CH2:13]([O:20][C:21]1[CH:30]=[CH:29][C:24]([C:25]([NH:27][NH2:28])=[O:26])=[CH:23][CH:22]=1)[C:14]1[CH:19]=[CH:18][CH:17]=[CH:16][CH:15]=1. The catalyst is C(O)(=O)C. The product is [CH2:13]([O:20][C:21]1[CH:22]=[CH:23][C:24]([C:25]([NH:27][N:28]=[C:5]2[C:4]3[C:8](=[CH:9][CH:10]=[C:2]([I:1])[CH:3]=3)[NH:7][C:6]2=[O:11])=[O:26])=[CH:29][CH:30]=1)[C:14]1[CH:15]=[CH:16][CH:17]=[CH:18][CH:19]=1. The yield is 0.900. (4) The reactants are [CH:1]1([N:6]2[CH2:11][CH2:10][N:9]([C:12]([C:14]3[CH:15]=[C:16]4[C:20](=[CH:21][CH:22]=3)[NH:19][C:18]([C:23]([N:25]3[CH2:30][CH2:29][C:28]([F:32])([F:31])[CH2:27][CH2:26]3)=[O:24])=[CH:17]4)=[O:13])[CH2:8][CH2:7]2)[CH2:5][CH2:4][CH2:3][CH2:2]1.[C:33]([C:35]1[CH:36]=[C:37](B(O)O)[CH:38]=[CH:39][CH:40]=1)#[N:34].N1C=CC=CC=1. The catalyst is ClCCl.C([O-])(=O)C.[Cu+2].C([O-])(=O)C. The product is [CH:1]1([N:6]2[CH2:7][CH2:8][N:9]([C:12]([C:14]3[CH:15]=[C:16]4[C:20](=[CH:21][CH:22]=3)[N:19]([C:39]3[CH:40]=[C:35]([CH:36]=[CH:37][CH:38]=3)[C:33]#[N:34])[C:18]([C:23]([N:25]3[CH2:26][CH2:27][C:28]([F:31])([F:32])[CH2:29][CH2:30]3)=[O:24])=[CH:17]4)=[O:13])[CH2:10][CH2:11]2)[CH2:5][CH2:4][CH2:3][CH2:2]1. The yield is 0.390.